Dataset: Forward reaction prediction with 1.9M reactions from USPTO patents (1976-2016). Task: Predict the product of the given reaction. (1) Given the reactants [CH:1]1([C:5]([C:7]2[C:8](Cl)=[N:9][C:10]([Cl:15])=[CH:11][C:12]=2[O:13][CH3:14])=O)[CH2:4][CH2:3][CH2:2]1.[NH2:17][NH2:18], predict the reaction product. The product is: [Cl:15][C:10]1[CH:11]=[C:12]([O:13][CH3:14])[C:7]2[C:8](=[N:17][NH:18][C:5]=2[CH:1]2[CH2:4][CH2:3][CH2:2]2)[N:9]=1. (2) Given the reactants C[O:2][C:3](=[O:37])[CH2:4][C:5]1[S:6][C:7]([C:10]2[NH:14][C:13]([C@H:15]3[N:23]4[C:18](=[CH:19][C:20]([C:25]5[CH:30]=[C:29]([Cl:31])[CH:28]=[CH:27][C:26]=5[N:32]5[CH:36]=[N:35][N:34]=[N:33]5)=[CH:21][C:22]4=[O:24])[CH2:17][CH2:16]3)=[N:12][CH:11]=2)=[CH:8][CH:9]=1.ClCCl, predict the reaction product. The product is: [ClH:31].[Cl:31][C:29]1[CH:28]=[CH:27][C:26]([N:32]2[CH:36]=[N:35][N:34]=[N:33]2)=[C:25]([C:20]2[CH:19]=[C:18]3[N:23]([C@H:15]([C:13]4[NH:14][C:10]([C:7]5[S:6][C:5]([CH2:4][C:3]([OH:37])=[O:2])=[CH:9][CH:8]=5)=[CH:11][N:12]=4)[CH2:16][CH2:17]3)[C:22](=[O:24])[CH:21]=2)[CH:30]=1. (3) Given the reactants B(O)O.Br[C:5]1[N:12]=[CH:11][CH:10]=[CH:9][C:6]=1[CH:7]=[O:8].[S:13]1[CH:17]=[CH:16][C:15](B(O)O)=[CH:14]1, predict the reaction product. The product is: [S:13]1[CH:17]=[CH:16][C:15]([C:5]2[N:12]=[CH:11][CH:10]=[CH:9][C:6]=2[CH:7]=[O:8])=[CH:14]1. (4) Given the reactants [F:1][C:2]1([F:30])[CH2:7][CH2:6][N:5]([C:8]([C:10]2[NH:11][C:12]3[C:17]([CH:18]=2)=[CH:16][C:15]([C:19]([N:21]2[CH2:26][CH2:25][N:24]([CH:27]([CH3:29])[CH3:28])[CH2:23][CH2:22]2)=[O:20])=[CH:14][CH:13]=3)=[O:9])[CH2:4][CH2:3]1.[CH3:31][O:32][C:33]1[CH:38]=[CH:37][C:36](B(O)O)=[CH:35][CH:34]=1.N1C=CC=CC=1, predict the reaction product. The product is: [F:30][C:2]1([F:1])[CH2:7][CH2:6][N:5]([C:8]([C:10]2[N:11]([C:36]3[CH:37]=[CH:38][C:33]([O:32][CH3:31])=[CH:34][CH:35]=3)[C:12]3[C:17]([CH:18]=2)=[CH:16][C:15]([C:19]([N:21]2[CH2:22][CH2:23][N:24]([CH:27]([CH3:28])[CH3:29])[CH2:25][CH2:26]2)=[O:20])=[CH:14][CH:13]=3)=[O:9])[CH2:4][CH2:3]1. (5) Given the reactants Br[C:2]1[CH:3]=[C:4]([NH:8][C@H:9]([C:12]2[CH:17]=[CH:16][CH:15]=[CH:14][C:13]=2[Cl:18])[CH2:10][OH:11])[CH:5]=[N:6][CH:7]=1.C([O-])([O-])=O.[K+].[K+].[NH:25]1[C:33]2[C:28](=[CH:29][C:30](B3OC(C)(C)C(C)(C)O3)=[CH:31][CH:32]=2)[CH2:27][C:26]1=[O:43], predict the reaction product. The product is: [Cl:18][C:13]1[CH:14]=[CH:15][CH:16]=[CH:17][C:12]=1[C@@H:9]([NH:8][C:4]1[CH:3]=[C:2]([C:30]2[CH:29]=[C:28]3[C:33](=[CH:32][CH:31]=2)[NH:25][C:26](=[O:43])[CH2:27]3)[CH:7]=[N:6][CH:5]=1)[CH2:10][OH:11]. (6) Given the reactants [O:1]=[C:2]1[C:10]2[C:5](=[CH:6][CH:7]=[CH:8][CH:9]=2)[C:4](=[C:11]2[CH2:21][C:13]3([CH2:16][CH:15]([C:17]([O:19][CH3:20])=[O:18])[CH2:14]3)[CH2:12]2)O1.O1CCOCC1.O.[NH2:29][NH2:30], predict the reaction product. The product is: [O:1]=[C:2]1[C:10]2[C:5](=[CH:6][CH:7]=[CH:8][CH:9]=2)[C:4]([CH:11]2[CH2:21][C:13]3([CH2:16][CH:15]([C:17]([O:19][CH3:20])=[O:18])[CH2:14]3)[CH2:12]2)=[N:30][NH:29]1. (7) Given the reactants [NH:1]1[N:9]=[C:7]([CH3:8])[C:5](=[O:6])[NH:4][C:2]1=[S:3].[CH2:10]([NH2:14])[CH2:11][CH2:12][CH3:13], predict the reaction product. The product is: [N:1]1([CH2:13][CH2:12][CH2:11][CH2:10][NH2:14])[N:9]=[C:7]([CH3:8])[C:5](=[O:6])[NH:4][C:2]1=[S:3]. (8) Given the reactants [NH:1]1[CH2:6][CH2:5][CH:4]([C:7]([NH2:9])=[O:8])[CH2:3][CH2:2]1.[CH2:10](Cl)[C:11]1[CH:16]=[CH:15][CH:14]=[CH:13][CH:12]=1.C(=O)([O-])[O-].[K+].[K+].[OH-].[Na+], predict the reaction product. The product is: [CH2:10]([N:1]1[CH2:6][CH2:5][CH:4]([C:7]([NH2:9])=[O:8])[CH2:3][CH2:2]1)[C:11]1[CH:16]=[CH:15][CH:14]=[CH:13][CH:12]=1.